Predict the reactants needed to synthesize the given product. From a dataset of Full USPTO retrosynthesis dataset with 1.9M reactions from patents (1976-2016). (1) Given the product [CH3:1][O:2][C:3]1[CH:8]=[CH:7][CH:6]=[CH:5][C:4]=1[O:9][CH2:17][CH2:18][NH:19][C:20](=[O:26])[O:21][C:22]([CH3:25])([CH3:24])[CH3:23], predict the reactants needed to synthesize it. The reactants are: [CH3:1][O:2][C:3]1[CH:8]=[CH:7][CH:6]=[CH:5][C:4]=1[OH:9].C(=O)([O-])[O-].[K+].[K+].Br[CH2:17][CH2:18][NH:19][C:20](=[O:26])[O:21][C:22]([CH3:25])([CH3:24])[CH3:23]. (2) Given the product [Cl:19][C:7]1[C:8]([O:10][CH2:20][O:18][CH3:13])=[CH:9][C:2]([OH:1])=[C:3]([CH:6]=1)[CH:4]=[O:5], predict the reactants needed to synthesize it. The reactants are: [OH:1][C:2]1[CH:9]=[C:8]([OH:10])[CH:7]=[CH:6][C:3]=1[CH:4]=[O:5].ClN1C(=O)CC[C:13]1=[O:18].[ClH:19].[CH3:20]C(O)C. (3) Given the product [O:7]1[CH:8]=[CH:9][C:10]([CH:11]=[O:12])=[C:6]1[CH:2]=[O:1], predict the reactants needed to synthesize it. The reactants are: [O:1]1CCO[CH:2]1[C:6]1[O:7][CH:8]=[CH:9][C:10]=1[CH:11]=[O:12].C(O)=O.C([O-])(O)=O.[Na+].CCOC(C)=O. (4) Given the product [F:18][CH:19]([CH:29]1[CH2:30][CH2:31][N:32]([C:36]2[C:41]([N+:42]([O-:44])=[O:43])=[CH:40][CH:39]=[C:38]([CH3:45])[N:37]=2)[CH2:33][CH2:34]1)[C:20]#[C:21][C:22]1[CH:27]=[CH:26][CH:25]=[C:24]([CH3:28])[N:23]=1, predict the reactants needed to synthesize it. The reactants are: CC1N=C(C#CC(C2CCNCC2)O)C=CC=1.[F:18][CH:19]([CH:29]1[CH2:34][CH2:33][NH:32][CH2:31][CH2:30]1)[C:20]#[C:21][C:22]1[CH:27]=[CH:26][CH:25]=[C:24]([CH3:28])[N:23]=1.Cl[C:36]1[C:41]([N+:42]([O-:44])=[O:43])=[CH:40][CH:39]=[C:38]([CH3:45])[N:37]=1. (5) Given the product [CH:14]1([CH2:13][O:12][C:7]2[C:2]([C:22]3[CH:23]=[CH:24][C:19]([C:18]([F:29])([F:28])[F:17])=[CH:20][CH:21]=3)=[CH:3][C:4]([C:9]([NH:31][CH2:32][CH:33]3[CH2:38][CH2:37][CH2:36][CH2:35][CH:34]3[OH:39])=[O:11])=[CH:5][N:6]=2)[CH2:16][CH2:15]1, predict the reactants needed to synthesize it. The reactants are: Br[C:2]1[CH:3]=[C:4]([C:9]([OH:11])=O)[CH:5]=[N:6][C:7]=1Cl.[OH:12][CH2:13][CH:14]1[CH2:16][CH2:15]1.[F:17][C:18]([F:29])([F:28])[C:19]1[CH:24]=[CH:23][C:22](B(O)O)=[CH:21][CH:20]=1.Cl.[NH2:31][CH2:32][C@H:33]1[CH2:38][CH2:37][CH2:36][CH2:35][C@H:34]1[OH:39]. (6) Given the product [CH:24]1([C:22]([NH:21][NH:20][C:18]([C@H:13]2[CH2:12][CH2:11][C@H:10]3[CH2:17][N:14]2[C:15](=[O:16])[N:9]3[OH:8])=[O:19])=[O:23])[CH2:26][CH2:25]1, predict the reactants needed to synthesize it. The reactants are: C([O:8][N:9]1[C:15](=[O:16])[N:14]2[CH2:17][C@@H:10]1[CH2:11][CH2:12][C@@H:13]2[C:18]([NH:20][NH:21][C:22]([CH:24]1[CH2:26][CH2:25]1)=[O:23])=[O:19])C1C=CC=CC=1.[H][H]. (7) Given the product [F:24][CH:2]([F:1])[O:3][C:4]1[C:5]([CH3:23])=[C:6]([C:14]([C:16]2[CH:17]=[N:18][N:19]([CH3:22])[C:20]=2[O:21][C:35]([S:34][CH2:33][CH3:32])=[O:36])=[O:15])[CH:7]=[CH:8][C:9]=1[S:10]([CH3:13])(=[O:12])=[O:11], predict the reactants needed to synthesize it. The reactants are: [F:1][CH:2]([F:24])[O:3][C:4]1[C:5]([CH3:23])=[C:6]([C:14]([C:16]2[CH:17]=[N:18][N:19]([CH3:22])[C:20]=2[OH:21])=[O:15])[CH:7]=[CH:8][C:9]=1[S:10]([CH3:13])(=[O:12])=[O:11].C(N(CC)CC)C.[CH3:32][CH2:33][S:34][C:35](Cl)=[O:36].C(OCC)(=O)C. (8) Given the product [C:1]([O:12][CH2:13][C:15]1[CH:23]=[CH:22][C:20]([OH:21])=[C:17]([O:18][CH3:19])[CH:16]=1)(=[O:11])[CH2:2][CH2:3][CH2:4][CH2:5][CH2:6][CH2:7][CH2:8][CH2:9][CH3:10], predict the reactants needed to synthesize it. The reactants are: [C:1]([O:12][CH3:13])(=[O:11])[CH2:2][CH2:3][CH2:4][CH2:5][CH2:6][CH2:7][CH2:8][CH2:9][CH3:10].C(O)[C:15]1[CH:23]=[CH:22][C:20]([OH:21])=[C:17]([O:18][CH3:19])[CH:16]=1.